Regression. Given a peptide amino acid sequence and an MHC pseudo amino acid sequence, predict their binding affinity value. This is MHC class II binding data. From a dataset of Peptide-MHC class II binding affinity with 134,281 pairs from IEDB. (1) The peptide sequence is GELQEVDKIDAAFKI. The MHC is DRB1_0802 with pseudo-sequence DRB1_0802. The binding affinity (normalized) is 0.419. (2) The peptide sequence is AVQVTFTVQKGSDPK. The MHC is HLA-DQA10301-DQB10302 with pseudo-sequence HLA-DQA10301-DQB10302. The binding affinity (normalized) is 0.219. (3) The peptide sequence is KMIGGIGGFVKVRQYDQILI. The MHC is HLA-DPA10201-DPB10501 with pseudo-sequence HLA-DPA10201-DPB10501. The binding affinity (normalized) is 0.351. (4) The peptide sequence is AGALEVHAVKPVTEE. The MHC is HLA-DQA10301-DQB10302 with pseudo-sequence HLA-DQA10301-DQB10302. The binding affinity (normalized) is 0.353. (5) The peptide sequence is IPKGDFLTGPLNFTG. The MHC is DRB1_0101 with pseudo-sequence DRB1_0101. The binding affinity (normalized) is 0.724. (6) The peptide sequence is AFAATANPWASQRF. The MHC is DRB1_0301 with pseudo-sequence DRB1_0301. The binding affinity (normalized) is 0. (7) The peptide sequence is VDIKPKDSDEFIPMK. The MHC is HLA-DQA10401-DQB10402 with pseudo-sequence HLA-DQA10401-DQB10402. The binding affinity (normalized) is 0.0434.